Dataset: Forward reaction prediction with 1.9M reactions from USPTO patents (1976-2016). Task: Predict the product of the given reaction. (1) Given the reactants [C:1]([N:9]1[CH2:22][CH2:21][C:20]2[C:19]3[C:18](B4OC(C)(C)C(C)(C)O4)=[CH:17][CH:16]=[CH:15][C:14]=3[NH:13][C:12]=2[CH2:11][CH2:10]1)(=[O:8])[C:2]1[CH:7]=[CH:6][CH:5]=[CH:4][CH:3]=1.P([O-])([O-])([O-])=O.[K+].[K+].[K+].Br[C:41]1[CH:46]=[CH:45][CH:44]=[CH:43][C:42]=1[C:47]([F:50])([F:49])[F:48].COP(OC)OC, predict the reaction product. The product is: [C:1]([N:9]1[CH2:22][CH2:21][C:20]2[C:19]3[C:18]([C:41]4[CH:46]=[CH:45][CH:44]=[CH:43][C:42]=4[C:47]([F:50])([F:49])[F:48])=[CH:17][CH:16]=[CH:15][C:14]=3[NH:13][C:12]=2[CH2:11][CH2:10]1)(=[O:8])[C:2]1[CH:3]=[CH:4][CH:5]=[CH:6][CH:7]=1. (2) Given the reactants [CH3:1][N:2]([CH2:4][CH:5]1[CH2:10][CH2:9][CH2:8][CH2:7][C:6]1([C:12]1[CH:13]=[C:14]([CH:19]=[CH:20][CH:21]=1)[C:15]([O:17]C)=[O:16])[OH:11])[CH3:3].[OH-].[Na+], predict the reaction product. The product is: [CH3:3][N:2]([CH2:4][CH:5]1[CH2:10][CH2:9][CH2:8][CH2:7][C:6]1([C:12]1[CH:13]=[C:14]([CH:19]=[CH:20][CH:21]=1)[C:15]([OH:17])=[O:16])[OH:11])[CH3:1]. (3) Given the reactants [CH:1]1([C:6]([C:17]2[CH:22]=[CH:21][CH:20]=[CH:19][CH:18]=2)([OH:16])[C:7]([O:9][CH:10]2[CH2:14][CH2:13][N:12]([CH3:15])[CH2:11]2)=[O:8])[CH2:5][CH2:4][CH2:3][CH2:2]1.[Br:23][CH2:24][C:25]([O:27][CH3:28])=[O:26].C(OCC)C, predict the reaction product. The product is: [Br-:23].[CH:1]1([C:6]([C:17]2[CH:22]=[CH:21][CH:20]=[CH:19][CH:18]=2)([OH:16])[C:7]([O:9][CH:10]2[CH2:14][CH2:13][N+:12]([CH2:24][C:25]([O:27][CH3:28])=[O:26])([CH3:15])[CH2:11]2)=[O:8])[CH2:5][CH2:4][CH2:3][CH2:2]1. (4) Given the reactants [Br:1][C:2]1[C:3]([C:7]2[CH:12]=[CH:11][N:10]=[C:9]([C:13]([F:16])([F:15])[F:14])[N:8]=2)=[N:4][NH:5][CH:6]=1.[H-].[Na+].[CH3:19][N:20]([CH3:25])[S:21](Cl)(=[O:23])=[O:22], predict the reaction product. The product is: [CH3:19][N:20]([CH3:25])[S:21]([N:5]1[CH:6]=[C:2]([Br:1])[C:3]([C:7]2[CH:12]=[CH:11][N:10]=[C:9]([C:13]([F:16])([F:14])[F:15])[N:8]=2)=[N:4]1)(=[O:23])=[O:22]. (5) Given the reactants [F:1][C:2]1[CH:3]=[C:4]2[N:10]([S:11]([C:14]3[CH:20]=[CH:19][C:17]([CH3:18])=[CH:16][CH:15]=3)(=[O:13])=[O:12])[CH:9]=[CH:8][C:5]2=[N:6][CH:7]=1.C1C=C(Cl)C=C(C(OO)=[O:29])C=1, predict the reaction product. The product is: [F:1][C:2]1[CH:3]=[C:4]2[N:10]([S:11]([C:14]3[CH:20]=[CH:19][C:17]([CH3:18])=[CH:16][CH:15]=3)(=[O:13])=[O:12])[CH:9]=[CH:8][C:5]2=[N+:6]([O-:29])[CH:7]=1. (6) Given the reactants C[O:2][C:3](=O)[CH:4]([C:6]1[CH:11]=[CH:10][C:9]([N:12]([C:14]2[CH:19]=[CH:18][C:17]([O:20][CH2:21][C:22]3[CH:27]=[CH:26][CH:25]=[CH:24][CH:23]=3)=[CH:16][CH:15]=2)[CH3:13])=[CH:8][CH:7]=1)[CH3:5].[H-].[H-].[H-].[H-].[Li+].[Al+3], predict the reaction product. The product is: [CH2:21]([O:20][C:17]1[CH:18]=[CH:19][C:14]([N:12]([CH3:13])[C:9]2[CH:8]=[CH:7][C:6]([CH:4]([CH3:5])[CH2:3][OH:2])=[CH:11][CH:10]=2)=[CH:15][CH:16]=1)[C:22]1[CH:23]=[CH:24][CH:25]=[CH:26][CH:27]=1. (7) Given the reactants [CH2:1]([C:5]1[CH:10]=[CH:9][C:8]([CH2:11][C:12]([O:14][CH2:15][CH3:16])=[O:13])=[CH:7][CH:6]=1)[CH:2]([CH3:4])[CH3:3].[CH:17]([N-]C(C)C)(C)C.[Li+].[Br:25][CH2:26][CH2:27][CH2:28][CH2:29]Br, predict the reaction product. The product is: [CH2:15]([O:14][C:12](=[O:13])[C:11]([C:8]1[CH:7]=[CH:6][C:5]([CH2:1][CH:2]([CH3:4])[CH3:3])=[CH:10][CH:9]=1)([CH3:17])[CH2:29][CH2:28][CH2:27][CH2:26][Br:25])[CH3:16].